This data is from Full USPTO retrosynthesis dataset with 1.9M reactions from patents (1976-2016). The task is: Predict the reactants needed to synthesize the given product. (1) Given the product [CH2:2]([C:4]1[C:5]([NH:14][C@H:15]2[CH2:19][CH2:18][CH2:17][C@@H:16]2[NH:20][C:29](=[O:30])[C:28]2[CH:32]=[CH:33][CH:34]=[CH:35][C:27]=2[C:25]2[O:24][N:23]=[C:22]([CH3:21])[N:26]=2)=[N:6][CH:7]=[C:8]([C:10]([F:13])([F:11])[F:12])[N:9]=1)[CH3:3], predict the reactants needed to synthesize it. The reactants are: Cl.[CH2:2]([C:4]1[C:5]([NH:14][C@H:15]2[CH2:19][CH2:18][CH2:17][C@@H:16]2[NH2:20])=[N:6][CH:7]=[C:8]([C:10]([F:13])([F:12])[F:11])[N:9]=1)[CH3:3].[CH3:21][C:22]1[N:26]=[C:25]([C:27]2[CH:35]=[CH:34][CH:33]=[CH:32][C:28]=2[C:29](O)=[O:30])[O:24][N:23]=1.N1C2C(=NC=CC=2)N(O)N=1.C(Cl)CCl.C(N(CC)CC)C. (2) The reactants are: [Cl:1][C:2]1[CH:11]=[C:10]2[C:5]([CH2:6][CH2:7][NH:8][C:9]2=[O:12])=[CH:4][CH:3]=1.Br[C:14]1[CH:15]=[N:16][CH:17]=[CH:18][C:19]=1[CH2:20][CH3:21].P([O-])([O-])([O-])=O.[K+].[K+].[K+]. Given the product [Cl:1][C:2]1[CH:11]=[C:10]2[C:5]([CH2:6][CH2:7][N:8]([C:14]3[CH:15]=[N:16][CH:17]=[CH:18][C:19]=3[CH2:20][CH3:21])[C:9]2=[O:12])=[CH:4][CH:3]=1, predict the reactants needed to synthesize it.